Task: Regression. Given two drug SMILES strings and cell line genomic features, predict the synergy score measuring deviation from expected non-interaction effect.. Dataset: NCI-60 drug combinations with 297,098 pairs across 59 cell lines (1) Drug 1: CCCS(=O)(=O)NC1=C(C(=C(C=C1)F)C(=O)C2=CNC3=C2C=C(C=N3)C4=CC=C(C=C4)Cl)F. Drug 2: C1C(C(OC1N2C=NC(=NC2=O)N)CO)O. Cell line: TK-10. Synergy scores: CSS=7.14, Synergy_ZIP=-3.78, Synergy_Bliss=-1.82, Synergy_Loewe=-2.66, Synergy_HSA=-1.25. (2) Drug 1: CCC(=C(C1=CC=CC=C1)C2=CC=C(C=C2)OCCN(C)C)C3=CC=CC=C3.C(C(=O)O)C(CC(=O)O)(C(=O)O)O. Drug 2: C1=CC=C(C=C1)NC(=O)CCCCCCC(=O)NO. Cell line: SF-539. Synergy scores: CSS=12.4, Synergy_ZIP=-1.14, Synergy_Bliss=4.86, Synergy_Loewe=-30.6, Synergy_HSA=-1.85. (3) Drug 1: CCC1=CC2CC(C3=C(CN(C2)C1)C4=CC=CC=C4N3)(C5=C(C=C6C(=C5)C78CCN9C7C(C=CC9)(C(C(C8N6C)(C(=O)OC)O)OC(=O)C)CC)OC)C(=O)OC.C(C(C(=O)O)O)(C(=O)O)O. Drug 2: C1CNP(=O)(OC1)N(CCCl)CCCl. Cell line: DU-145. Synergy scores: CSS=49.0, Synergy_ZIP=-0.380, Synergy_Bliss=-1.70, Synergy_Loewe=-56.1, Synergy_HSA=-2.11. (4) Drug 1: COC1=C(C=C2C(=C1)N=CN=C2NC3=CC(=C(C=C3)F)Cl)OCCCN4CCOCC4. Drug 2: C1C(C(OC1N2C=NC3=C(N=C(N=C32)Cl)N)CO)O. Cell line: HT29. Synergy scores: CSS=26.7, Synergy_ZIP=-9.08, Synergy_Bliss=-2.00, Synergy_Loewe=-7.68, Synergy_HSA=-1.07. (5) Drug 1: CS(=O)(=O)C1=CC(=C(C=C1)C(=O)NC2=CC(=C(C=C2)Cl)C3=CC=CC=N3)Cl. Drug 2: CC1CCCC2(C(O2)CC(NC(=O)CC(C(C(=O)C(C1O)C)(C)C)O)C(=CC3=CSC(=N3)C)C)C. Cell line: MCF7. Synergy scores: CSS=11.4, Synergy_ZIP=4.27, Synergy_Bliss=8.11, Synergy_Loewe=7.25, Synergy_HSA=7.88. (6) Drug 1: C1=CC=C(C=C1)NC(=O)CCCCCCC(=O)NO. Drug 2: C(=O)(N)NO. Cell line: DU-145. Synergy scores: CSS=27.1, Synergy_ZIP=-6.66, Synergy_Bliss=3.33, Synergy_Loewe=-14.8, Synergy_HSA=0.892. (7) Drug 1: C1=C(C(=O)NC(=O)N1)F. Drug 2: C1=CC=C(C(=C1)C(C2=CC=C(C=C2)Cl)C(Cl)Cl)Cl. Cell line: ACHN. Synergy scores: CSS=33.3, Synergy_ZIP=4.22, Synergy_Bliss=2.52, Synergy_Loewe=-7.12, Synergy_HSA=2.99. (8) Drug 1: CCC1=CC2CC(C3=C(CN(C2)C1)C4=CC=CC=C4N3)(C5=C(C=C6C(=C5)C78CCN9C7C(C=CC9)(C(C(C8N6C)(C(=O)OC)O)OC(=O)C)CC)OC)C(=O)OC.C(C(C(=O)O)O)(C(=O)O)O. Drug 2: CC=C1C(=O)NC(C(=O)OC2CC(=O)NC(C(=O)NC(CSSCCC=C2)C(=O)N1)C(C)C)C(C)C. Cell line: MDA-MB-435. Synergy scores: CSS=77.4, Synergy_ZIP=4.46, Synergy_Bliss=3.66, Synergy_Loewe=1.69, Synergy_HSA=5.72. (9) Drug 1: C1=CN(C(=O)N=C1N)C2C(C(C(O2)CO)O)O.Cl. Drug 2: CC(C)CN1C=NC2=C1C3=CC=CC=C3N=C2N. Cell line: SF-539. Synergy scores: CSS=2.76, Synergy_ZIP=-5.48, Synergy_Bliss=-4.46, Synergy_Loewe=-7.55, Synergy_HSA=-4.33.